This data is from Catalyst prediction with 721,799 reactions and 888 catalyst types from USPTO. The task is: Predict which catalyst facilitates the given reaction. (1) Reactant: [Cl:1][C:2]1[CH:7]=[C:6](I)[C:5]([C:9]([F:12])([F:11])[F:10])=[CH:4][N:3]=1.[NH2:13][C:14]1[C:15]([C:20]([NH:22][CH3:23])=[O:21])=[N:16][CH:17]=[CH:18][CH:19]=1.CC1(C)C2C(=C(P(C3C=CC=CC=3)C3C=CC=CC=3)C=CC=2)OC2C(P(C3C=CC=CC=3)C3C=CC=CC=3)=CC=CC1=2.C([O-])([O-])=O.[Cs+].[Cs+]. Product: [Cl:1][C:2]1[CH:7]=[C:6]([NH:13][C:14]2[C:15]([C:20]([NH:22][CH3:23])=[O:21])=[N:16][CH:17]=[CH:18][CH:19]=2)[C:5]([C:9]([F:12])([F:11])[F:10])=[CH:4][N:3]=1. The catalyst class is: 62. (2) Product: [N:1]1[C:2]2[C:3](=[N:4][CH:5]=[C:6]([C:7]([O:9][CH3:10])=[O:8])[CH:11]=2)[NH:12][CH:13]=1. Reactant: [NH2:1][C:2]1[C:3]([NH2:12])=[N:4][CH:5]=[C:6]([CH:11]=1)[C:7]([O:9][CH3:10])=[O:8].[CH2:13](OC(OCC)OCC)C. The catalyst class is: 106.